This data is from Volume of distribution at steady state (VDss) regression data from Lombardo et al.. The task is: Regression/Classification. Given a drug SMILES string, predict its absorption, distribution, metabolism, or excretion properties. Task type varies by dataset: regression for continuous measurements (e.g., permeability, clearance, half-life) or binary classification for categorical outcomes (e.g., BBB penetration, CYP inhibition). For this dataset (vdss_lombardo), we predict log10(VDss) (log10 of volume of distribution in L/kg). (1) The log10(VDss) is -1.05. The compound is CC1(C)SC2C(NC(=O)C(NC(=O)N3CCN(S(C)(=O)=O)C3=O)c3ccccc3)C(=O)N2C1C(=O)[O-]. (2) The compound is CC(C1=C(CC[NH+](C)[14CH3])Cc2ccccc21)c1cnccn1. The log10(VDss) is 0.270. (3) The drug is CC(=O)NC1C(NC(N)=[NH2+])C=C(C(=O)[O-])OC1C(O)C(O)CO. The log10(VDss) is -0.640. (4) The molecule is O=C(NC(CO)C(O)c1ccc([N+](=O)[O-])cc1)C(Cl)Cl. The log10(VDss) is -0.0300. (5) The log10(VDss) is -0.100. The compound is CCOC(=O)c1ncn2c1CN(C)C(=O)c1cc(F)ccc1-2. (6) The log10(VDss) is 0.0700. The compound is Nc1ccn(C2COC(CO)S2)c(=O)n1.